From a dataset of Forward reaction prediction with 1.9M reactions from USPTO patents (1976-2016). Predict the product of the given reaction. Given the reactants C([O-])(=O)CCCC[CH2:6][C:7](C)([CH3:9])[CH3:8].[CH:13]([C:16]1[CH:21]=[CH:20][CH:19]=[C:18]([CH:22]([CH3:24])[CH3:23])[C:17]=1[N:25]1[C:29](=[O:30])[CH:28]=[CH:27][C:26]1=[O:31])([CH3:15])[CH3:14].C=C(C)C, predict the reaction product. The product is: [CH:13]([C:16]1[CH:21]=[CH:20][CH:19]=[C:18]([CH:22]([CH3:24])[CH3:23])[C:17]=1[N:25]1[C:26](=[O:31])[CH:27]=[CH:28][C:29]1=[O:30])([CH3:14])[CH3:15].[CH2:6]=[C:7]([CH3:9])[CH3:8].